This data is from Reaction yield outcomes from USPTO patents with 853,638 reactions. The task is: Predict the reaction yield, written as a fraction of the theoretical maximum amount of product (1.0 means a 100% yield; for example, 0.34 means a 34% yield). (1) The reactants are [Br:1][C:2]1[CH:7]=[CH:6][C:5]([OH:8])=[C:4]([O:9][CH3:10])[C:3]=1[O:11][CH2:12][O:13][CH3:14].C(=O)([O-])[O-].[K+].[K+].[CH2:21](I)[CH3:22]. The catalyst is C(#N)C. The product is [Br:1][C:2]1[CH:7]=[CH:6][C:5]([O:8][CH2:21][CH3:22])=[C:4]([O:9][CH3:10])[C:3]=1[O:11][CH2:12][O:13][CH3:14]. The yield is 0.790. (2) The reactants are Cl[C:2]1[C:11]2[C:6](=[CH:7][C:8]([O:14][CH2:15][CH2:16][CH2:17][N:18]3[CH2:23][CH2:22][CH2:21][CH2:20][CH2:19]3)=[C:9]([O:12][CH3:13])[CH:10]=2)[N:5]=[CH:4][N:3]=1.[F:24][C:25]1[C:33]([OH:34])=[CH:32][CH:31]=[C:30]2[C:26]=1[CH:27]=[C:28]([CH3:35])[NH:29]2. No catalyst specified. The product is [F:24][C:25]1[C:33]([O:34][C:2]2[C:11]3[C:6](=[CH:7][C:8]([O:14][CH2:15][CH2:16][CH2:17][N:18]4[CH2:23][CH2:22][CH2:21][CH2:20][CH2:19]4)=[C:9]([O:12][CH3:13])[CH:10]=3)[N:5]=[CH:4][N:3]=2)=[CH:32][CH:31]=[C:30]2[C:26]=1[CH:27]=[C:28]([CH3:35])[NH:29]2. The yield is 0.830. (3) The reactants are C([O:8][C:9]1[CH:14]=[C:13]([O:15]CC2C=CC=CC=2)[C:12]([C:23]([CH3:25])=[CH2:24])=[CH:11][C:10]=1[C:26]([N:28]1[CH2:36][C:35]2[C:30](=[CH:31][CH:32]=[C:33]([C:37]3([OH:44])[CH2:42][CH2:41][N:40]([CH3:43])[CH2:39][CH2:38]3)[CH:34]=2)[CH2:29]1)=[O:27])C1C=CC=CC=1. The catalyst is CO.[Pd]. The product is [OH:8][C:9]1[CH:14]=[C:13]([OH:15])[C:12]([CH:23]([CH3:25])[CH3:24])=[CH:11][C:10]=1[C:26]([N:28]1[CH2:36][C:35]2[C:30](=[CH:31][CH:32]=[C:33]([C:37]3([OH:44])[CH2:42][CH2:41][N:40]([CH3:43])[CH2:39][CH2:38]3)[CH:34]=2)[CH2:29]1)=[O:27]. The yield is 1.00. (4) The reactants are [NH2:1][C:2]1[CH:7]=[CH:6][CH:5]=[C:4]([NH2:8])[N:3]=1.F[C:10]1[CH:15]=[CH:14][C:13]([N+:16]([O-:18])=[O:17])=[CH:12][N:11]=1. The catalyst is CS(C)=O. The product is [N+:16]([C:13]1[CH:14]=[CH:15][C:10]([NH:1][C:2]2[CH:7]=[CH:6][CH:5]=[C:4]([NH2:8])[N:3]=2)=[N:11][CH:12]=1)([O-:18])=[O:17]. The yield is 0.200. (5) The reactants are [OH:1][CH:2]1[C:11]2[N:10]=[CH:9][CH:8]=[CH:7][C:6]=2[CH2:5][CH2:4][CH2:3]1. The catalyst is C(Cl)Cl.[O-2].[O-2].[Mn+4]. The product is [N:10]1[C:11]2[C:2](=[O:1])[CH2:3][CH2:4][CH2:5][C:6]=2[CH:7]=[CH:8][CH:9]=1. The yield is 0.820. (6) The reactants are [CH:1]1([N:6]2[CH2:12][CH2:11][C:10](=[O:13])[N:9]([CH3:14])[C:8]3[CH:15]=[N:16][C:17]([NH:19][C:20]4[CH:28]=[CH:27][C:23]([C:24]([OH:26])=O)=[CH:22][CH:21]=4)=[N:18][C:7]2=3)[CH2:5][CH2:4][CH2:3][CH2:2]1.C[CH2:30][N:31]([CH:35]([CH3:37])C)[CH:32]([CH3:34])C.[CH3:38][N:39](C(ON1N=NC2C=CC=CC1=2)=[N+](C)C)C.[B-](F)(F)(F)F.NCC1CCNCC1. The catalyst is C(Cl)Cl. The product is [CH:1]1([N:6]2[CH2:12][CH2:11][C:10](=[O:13])[N:9]([CH3:14])[C:8]3[CH:15]=[N:16][C:17]([NH:19][C:20]4[CH:21]=[CH:22][C:23]([C:24]([NH:39][CH:38]5[CH2:34][CH2:32][N:31]([CH3:30])[CH2:35][CH2:37]5)=[O:26])=[CH:27][CH:28]=4)=[N:18][C:7]2=3)[CH2:5][CH2:4][CH2:3][CH2:2]1. The yield is 0.490. (7) The reactants are CC(OI1(OC(C)=O)(OC(C)=O)OC(=O)C2C=CC=CC1=2)=O.[Br:23][C:24]1[C:25]([O:32][CH3:33])=[CH:26][C:27]([CH2:30][OH:31])=[N:28][CH:29]=1.[OH-].[Na+]. The catalyst is C(Cl)Cl. The product is [Br:23][C:24]1[C:25]([O:32][CH3:33])=[CH:26][C:27]([CH:30]=[O:31])=[N:28][CH:29]=1. The yield is 0.670.